From a dataset of Full USPTO retrosynthesis dataset with 1.9M reactions from patents (1976-2016). Predict the reactants needed to synthesize the given product. (1) Given the product [CH2:30]([N:19]1[C:20]2[C:15](=[CH:14][C:13]([NH:12][C:5]3[CH:4]=[CH:3][C:2]([Cl:1])=[CH:11][C:6]=3[C:7]([O:9][CH3:10])=[O:8])=[CH:22][CH:21]=2)[CH:16]=[CH:17][C:18]1=[O:23])[C:31]1[CH:36]=[CH:35][CH:34]=[CH:33][CH:32]=1, predict the reactants needed to synthesize it. The reactants are: [Cl:1][C:2]1[CH:3]=[CH:4][C:5]([NH:12][C:13]2[CH:14]=[C:15]3[C:20](=[CH:21][CH:22]=2)[NH:19][C:18](=[O:23])[CH:17]=[CH:16]3)=[C:6]([CH:11]=1)[C:7]([O:9][CH3:10])=[O:8].C(=O)([O-])[O-].[K+].[K+].[CH2:30](Br)[C:31]1[CH:36]=[CH:35][CH:34]=[CH:33][CH:32]=1.Cl. (2) Given the product [CH:10]1([O:4][C:3]2[CH:5]=[CH:6][CH:7]=[CH:8][C:2]=2[CH2:1][OH:9])[CH2:14][CH2:13][CH2:12][CH2:11]1, predict the reactants needed to synthesize it. The reactants are: [CH:1](=[O:9])[C:2]1[C:3](=[CH:5][CH:6]=[CH:7][CH:8]=1)[OH:4].[CH:10]1(Br)[CH2:14][CH2:13][CH2:12][CH2:11]1.[H-].[Na+].[BH4-].[Na+]. (3) Given the product [NH2:11][C:2]1[N:9]=[C:8]([CH3:10])[CH:7]=[CH:6][C:3]=1[C:4]#[N:5], predict the reactants needed to synthesize it. The reactants are: Cl[C:2]1[N:9]=[C:8]([CH3:10])[CH:7]=[CH:6][C:3]=1[C:4]#[N:5].[NH3:11].